From a dataset of Reaction yield outcomes from USPTO patents with 853,638 reactions. Predict the reaction yield, written as a fraction of the theoretical maximum amount of product (1.0 means a 100% yield; for example, 0.34 means a 34% yield). (1) The reactants are [NH2:1][C:2]1[CH:7]=[C:6]([Cl:8])[CH:5]=[CH:4][C:3]=1[SH:9].Br[CH2:11][C:12]1[CH:21]=[CH:20][CH:19]=[CH:18][C:13]=1[C:14]([O:16][CH3:17])=[O:15].C([O-])([O-])=O.[K+].[K+].O. The catalyst is CN(C=O)C. The product is [NH2:1][C:2]1[CH:7]=[C:6]([Cl:8])[CH:5]=[CH:4][C:3]=1[S:9][CH2:11][C:12]1[CH:21]=[CH:20][CH:19]=[CH:18][C:13]=1[C:14]([O:16][CH3:17])=[O:15]. The yield is 0.780. (2) The reactants are [F:1][C:2]1[CH:3]=[C:4]([NH:8][C:9](=[O:11])[CH3:10])[CH:5]=[CH:6][CH:7]=1.[Cl:12][S:13](O)(=[O:15])=[O:14]. No catalyst specified. The product is [C:9]([NH:8][C:4]1[CH:5]=[CH:6][C:7]([S:13]([Cl:12])(=[O:15])=[O:14])=[C:2]([F:1])[CH:3]=1)(=[O:11])[CH3:10]. The yield is 0.180.